Predict the product of the given reaction. From a dataset of Forward reaction prediction with 1.9M reactions from USPTO patents (1976-2016). (1) Given the reactants [Si]([O:8][CH2:9][CH2:10][O:11][C:12]1[C:17]([C:18]2[CH:23]=[CH:22][C:21]([S:24]([CH3:27])(=[O:26])=[O:25])=[CH:20][CH:19]=2)=[CH:16][C:15]([C:28]2[NH:37][C:36](=[O:38])[C:35]3[C:30](=[CH:31][C:32]([O:41][CH3:42])=[CH:33][C:34]=3[O:39][CH3:40])[N:29]=2)=[CH:14][CH:13]=1)(C(C)(C)C)(C)C.[F-].C([N+](CCCC)(CCCC)CCCC)CCC, predict the reaction product. The product is: [OH:8][CH2:9][CH2:10][O:11][C:12]1[C:17]([C:18]2[CH:19]=[CH:20][C:21]([S:24]([CH3:27])(=[O:25])=[O:26])=[CH:22][CH:23]=2)=[CH:16][C:15]([C:28]2[NH:37][C:36](=[O:38])[C:35]3[C:30](=[CH:31][C:32]([O:41][CH3:42])=[CH:33][C:34]=3[O:39][CH3:40])[N:29]=2)=[CH:14][CH:13]=1. (2) Given the reactants [CH3:1][C:2]1([CH3:31])[C:10]2[C:5](=[CH:6][C:7]([N:11]3[C:15](=[O:16])[C:14]([CH3:18])([CH3:17])[N:13]([CH2:19][C:20]4[C:29]5[C:24](=[CH:25][CH:26]=[CH:27][CH:28]=5)[N:23]=[CH:22][CH:21]=4)[C:12]3=[O:30])=[CH:8][CH:9]=2)[NH:4][CH2:3]1.Cl[CH2:33][C:34](Cl)=[O:35].[NH:37]1[CH2:42][CH2:41][O:40][CH2:39][CH2:38]1, predict the reaction product. The product is: [CH3:1][C:2]1([CH3:31])[C:10]2[C:5](=[CH:6][C:7]([N:11]3[C:15](=[O:16])[C:14]([CH3:17])([CH3:18])[N:13]([CH2:19][C:20]4[C:29]5[C:24](=[CH:25][CH:26]=[CH:27][CH:28]=5)[N:23]=[CH:22][CH:21]=4)[C:12]3=[O:30])=[CH:8][CH:9]=2)[N:4]([C:34](=[O:35])[CH2:33][N:37]2[CH2:42][CH2:41][O:40][CH2:39][CH2:38]2)[CH2:3]1. (3) Given the reactants [F:1][C:2]([F:11])([F:10])[C:3]1[CH:4]=[C:5]([CH:7]=[CH:8][CH:9]=1)[NH2:6].[C:12]([O:18][CH2:19][CH3:20])(=[O:17])[CH2:13][C:14]([CH3:16])=O.O.S([O-])([O-])(=O)=O.[Mg+2].C(O)(=O)C, predict the reaction product. The product is: [CH2:19]([O:18][C:12](=[O:17])[CH:13]=[C:14]([NH:6][C:5]1[CH:7]=[CH:8][CH:9]=[C:3]([C:2]([F:10])([F:11])[F:1])[CH:4]=1)[CH3:16])[CH3:20]. (4) Given the reactants [CH3:1][C:2]([C:6]1([OH:18])[CH2:10][CH2:9][N:8]([C:11]([O:13][C:14]([CH3:17])([CH3:16])[CH3:15])=[O:12])[CH2:7]1)([CH3:5])[CH:3]=[CH2:4].C(O)(=[O:21])C.O, predict the reaction product. The product is: [CH3:5][C:2]1([CH3:1])[C:6]2([CH2:10][CH2:9][N:8]([C:11]([O:13][C:14]([CH3:17])([CH3:16])[CH3:15])=[O:12])[CH2:7]2)[O:18][C:4](=[O:21])[CH2:3]1.